This data is from Forward reaction prediction with 1.9M reactions from USPTO patents (1976-2016). The task is: Predict the product of the given reaction. (1) Given the reactants [C:1]([C:3]1[CH:4]=[N:5][N:6]2[C:11]([CH:12]([F:14])[F:13])=[CH:10][C:9]([C:15]3[CH:20]=[CH:19][CH:18]=[C:17]([C:21]([F:24])([F:23])[F:22])[CH:16]=3)=[N:8][C:7]=12)#[CH:2].[NH2:25][C:26]1[N:31]=[CH:30][C:29](Br)=[CH:28][CH:27]=1, predict the reaction product. The product is: [F:13][CH:12]([F:14])[C:11]1[N:6]2[N:5]=[CH:4][C:3]([C:1]#[C:2][C:29]3[CH:28]=[CH:27][C:26]([NH2:25])=[N:31][CH:30]=3)=[C:7]2[N:8]=[C:9]([C:15]2[CH:20]=[CH:19][CH:18]=[C:17]([C:21]([F:23])([F:24])[F:22])[CH:16]=2)[CH:10]=1. (2) Given the reactants Br[C:2]1[C:3]([S:13][CH3:14])=[N:4][C:5]([NH:8][C:9]([CH3:12])([CH3:11])[CH3:10])=[N:6][CH:7]=1.[CH3:15][N:16](C=O)C, predict the reaction product. The product is: [C:9]([NH:8][C:5]1[N:4]=[C:3]([S:13][CH3:14])[C:2]([C:15]#[N:16])=[CH:7][N:6]=1)([CH3:12])([CH3:11])[CH3:10]. (3) Given the reactants [CH3:1][O:2][C:3]1[CH:8]=[CH:7][C:6]([C:9]2[S:13][C:12]([NH:14][C:15]([NH:17][C:18]3[C:23]([CH3:24])=[CH:22][C:21]([CH3:25])=[CH:20][C:19]=3[CH3:26])=[O:16])=[C:11]([C:27]([O:29]C(C)(C)C)=[O:28])[CH:10]=2)=[CH:5][CH:4]=1.C(O)(C(F)(F)F)=O, predict the reaction product. The product is: [CH3:1][O:2][C:3]1[CH:4]=[CH:5][C:6]([C:9]2[S:13][C:12]([NH:14][C:15]([NH:17][C:18]3[C:23]([CH3:24])=[CH:22][C:21]([CH3:25])=[CH:20][C:19]=3[CH3:26])=[O:16])=[C:11]([C:27]([OH:29])=[O:28])[CH:10]=2)=[CH:7][CH:8]=1. (4) Given the reactants [CH3:1][C:2]1[CH:3]=[CH:4][C:5]2[N:6]([CH:8]=[C:9]([CH:11]=O)[N:10]=2)[CH:7]=1.[CH3:13][O:14][C:15]1[CH:16]=[C:17]([CH:19]=[CH:20][CH:21]=1)[NH2:18], predict the reaction product. The product is: [CH3:13][O:14][C:15]1[CH:16]=[C:17]([CH:19]=[CH:20][CH:21]=1)[N:18]=[CH:11][C:9]1[N:10]=[C:5]2[CH:4]=[CH:3][C:2]([CH3:1])=[CH:7][N:6]2[CH:8]=1.